From a dataset of Forward reaction prediction with 1.9M reactions from USPTO patents (1976-2016). Predict the product of the given reaction. (1) Given the reactants [CH2:1]([O:8][C@@H:9]1[C@H:14]2[NH:15][C:16](=[O:18])[O:17][C@H:13]2[CH2:12][C@H:11]([CH2:19][OH:20])[C@H:10]1[O:21][CH2:22][C:23]1[CH:28]=[CH:27][CH:26]=[CH:25][CH:24]=1)[C:2]1[CH:7]=[CH:6][CH:5]=[CH:4][CH:3]=1.[CH3:29][S:30](Cl)(=[O:32])=[O:31], predict the reaction product. The product is: [CH3:29][S:30]([O:20][CH2:19][C@@H:11]1[C@@H:10]([O:21][CH2:22][C:23]2[CH:28]=[CH:27][CH:26]=[CH:25][CH:24]=2)[C@H:9]([O:8][CH2:1][C:2]2[CH:3]=[CH:4][CH:5]=[CH:6][CH:7]=2)[C@H:14]2[NH:15][C:16](=[O:18])[O:17][C@H:13]2[CH2:12]1)(=[O:32])=[O:31]. (2) The product is: [CH:7]1([C:10]2[O:14][N:13]=[C:12]([C:15]3[CH:20]=[CH:19][CH:18]=[CH:17][C:16]=3[CH3:21])[C:11]=2[CH2:22][OH:23])[CH2:9][CH2:8]1. Given the reactants [H-].[Al+3].[Li+].[H-].[H-].[H-].[CH:7]1([C:10]2[O:14][N:13]=[C:12]([C:15]3[CH:20]=[CH:19][CH:18]=[CH:17][C:16]=3[CH3:21])[C:11]=2[C:22](OC)=[O:23])[CH2:9][CH2:8]1.C(OCC)(=O)C.[OH-].[Na+], predict the reaction product. (3) Given the reactants [NH2:1][C:2]([C:4]1[CH:8]=[C:7]([C:9]2[C:14]([F:15])=[CH:13][C:12]([C:16]([OH:19])([CH3:18])[CH3:17])=[CH:11][C:10]=2[F:20])[S:6][C:5]=1[NH:21][C:22]1[N:27]=[C:26]([CH3:28])[C:25]([CH2:29][O:30][CH:31]2[CH2:34][N:33](C(OC(C)(C)C)=O)[CH2:32]2)=[CH:24][CH:23]=1)=[O:3].Cl.[OH-].[Na+], predict the reaction product. The product is: [NH:33]1[CH2:32][CH:31]([O:30][CH2:29][C:25]2[CH:24]=[CH:23][C:22]([NH:21][C:5]3[S:6][C:7]([C:9]4[C:10]([F:20])=[CH:11][C:12]([C:16]([OH:19])([CH3:18])[CH3:17])=[CH:13][C:14]=4[F:15])=[CH:8][C:4]=3[C:2]([NH2:1])=[O:3])=[N:27][C:26]=2[CH3:28])[CH2:34]1. (4) Given the reactants [CH2:1]([O:8][CH2:9][N:10]1[C:14]([Br:15])=[CH:13][C:12]([C:16]([O:18][CH2:19][CH3:20])=[O:17])=[C:11]1[CH2:21][O:22]C)[C:2]1[CH:7]=[CH:6][CH:5]=[CH:4][CH:3]=1.BrC1N(COCC[Si](C)(C)C)C(COC)=C(C(OCC)=O)C=1, predict the reaction product. The product is: [CH2:1]([O:8][CH2:9][N:10]1[C:14]([Br:15])=[CH:13][C:12]([C:16]([O:18][CH2:19][CH3:20])=[O:17])=[C:11]1[CH:21]=[O:22])[C:2]1[CH:7]=[CH:6][CH:5]=[CH:4][CH:3]=1. (5) Given the reactants Br[C:2]1[CH:3]=[CH:4][C:5]([NH:8][C:9](=[O:23])[CH2:10][CH:11]2[CH2:16][CH2:15][N:14]([S:17]([CH2:20][CH2:21][CH3:22])(=[O:19])=[O:18])[CH2:13][CH2:12]2)=[N:6][CH:7]=1.[F:24][C:25]1[CH:26]=[C:27](B(O)O)[CH:28]=[C:29]([F:31])[CH:30]=1, predict the reaction product. The product is: [F:24][C:25]1[CH:26]=[C:27]([C:2]2[CH:3]=[CH:4][C:5]([NH:8][C:9](=[O:23])[CH2:10][CH:11]3[CH2:16][CH2:15][N:14]([S:17]([CH2:20][CH2:21][CH3:22])(=[O:19])=[O:18])[CH2:13][CH2:12]3)=[N:6][CH:7]=2)[CH:28]=[C:29]([F:31])[CH:30]=1. (6) Given the reactants [C:1]([C:4]1[CH:9]=[CH:8][C:7]([C:10]2[C:11](=[O:27])[O:12][C:13]3[C:22]([CH:23]=2)=[CH:21][C:20]2[CH2:19][CH2:18][CH2:17][N:16]4[CH2:24][CH2:25][CH2:26][C:14]=3[C:15]=24)=[CH:6][CH:5]=1)(=[O:3])[CH3:2], predict the reaction product. The product is: [OH:3][CH:1]([C:4]1[CH:9]=[CH:8][C:7]([C:10]2[C:11](=[O:27])[O:12][C:13]3[C:22]([CH:23]=2)=[CH:21][C:20]2[CH2:19][CH2:18][CH2:17][N:16]4[CH2:24][CH2:25][CH2:26][C:14]=3[C:15]=24)=[CH:6][CH:5]=1)[CH3:2]. (7) Given the reactants [H-].[Al+3].[Li+].[H-].[H-].[H-].N1C2C(=CC=CC=2)C(CC[CH2:18][C:19]([N:21](CC(N)=O)[CH2:22][CH2:23][C:24]2[C:32]3[C:27](=[CH:28][CH:29]=[CH:30][CH:31]=3)[NH:26][CH:25]=2)=O)=C1.O, predict the reaction product. The product is: [CH2:19]([NH:21][CH2:22][CH2:23][C:24]1[C:32]2[C:27](=[CH:28][CH:29]=[CH:30][CH:31]=2)[NH:26][CH:25]=1)[CH3:18].